Task: Predict which catalyst facilitates the given reaction.. Dataset: Catalyst prediction with 721,799 reactions and 888 catalyst types from USPTO Reactant: [Cl:1][C:2]1[CH:17]=[C:16]([Cl:18])[CH:15]=[CH:14][C:3]=1[C:4]([NH:6][C:7]1[CH:12]=[CH:11][C:10]([Cl:13])=[CH:9][CH:8]=1)=[NH:5].C(=O)(O)[O-].[Na+].[CH2:24]([O:26][C:27](=[O:32])[C:28](=[O:31])[CH2:29]Br)[CH3:25]. Product: [CH2:24]([O:26][C:27]([C:28]1([OH:31])[CH2:29][N:6]([C:7]2[CH:8]=[CH:9][C:10]([Cl:13])=[CH:11][CH:12]=2)[C:4]([C:3]2[CH:14]=[CH:15][C:16]([Cl:18])=[CH:17][C:2]=2[Cl:1])=[N:5]1)=[O:32])[CH3:25]. The catalyst class is: 41.